From a dataset of hERG Central: cardiac toxicity at 1µM, 10µM, and general inhibition. Predict hERG channel inhibition at various concentrations. (1) The drug is O=C(O)C(=O)O.c1ccc(COc2ccc(OCCN3CCCCC3)cc2)cc1. Results: hERG_inhib (hERG inhibition (general)): blocker. (2) The molecule is COc1ccc([N+](=O)[O-])cc1NC(=O)C(C)OC(=O)C1CC(=O)N(Cc2ccco2)C1. Results: hERG_inhib (hERG inhibition (general)): blocker. (3) The compound is CCOC(=O)Cn1c(=O)oc2cc(S(=O)(=O)N3CCn4c3nc3ccccc34)ccc21. Results: hERG_inhib (hERG inhibition (general)): blocker. (4) The molecule is Brc1cccc(CNc2nc3ccccc3n2CCN2CCOCC2)c1. Results: hERG_inhib (hERG inhibition (general)): blocker. (5) The molecule is CCN(CC(=O)NCc1cccs1)C(=O)c1ccc(-c2cccc(C(F)(F)F)c2)o1. Results: hERG_inhib (hERG inhibition (general)): blocker. (6) The compound is O=C(Nc1ccc(-c2nnn(CC(=O)N3CCN(C(=O)c4ccco4)CC3)n2)cc1)c1ccccc1F. Results: hERG_inhib (hERG inhibition (general)): blocker.